From a dataset of Forward reaction prediction with 1.9M reactions from USPTO patents (1976-2016). Predict the product of the given reaction. (1) The product is: [C:16]([O:20][C:21]([N:23]1[CH2:33][CH2:32][CH2:31][C:25]2([CH:27]([C:28]([N:4]3[CH2:5][C:6]4[CH:11]=[CH:10][C:9]([C:12]([O:14][CH3:15])=[O:13])=[CH:8][C:7]=4[O:1][CH2:2][CH2:3]3)=[O:29])[CH2:26]2)[CH2:24]1)=[O:22])([CH3:19])([CH3:17])[CH3:18]. Given the reactants [O:1]1[C:7]2[CH:8]=[C:9]([C:12]([O:14][CH3:15])=[O:13])[CH:10]=[CH:11][C:6]=2[CH2:5][NH:4][CH2:3][CH2:2]1.[C:16]([O:20][C:21]([N:23]1[CH2:33][CH2:32][CH2:31][C:25]2([CH:27]([C:28](O)=[O:29])[CH2:26]2)[CH2:24]1)=[O:22])([CH3:19])([CH3:18])[CH3:17].ClC(Cl)C.CCN(CC)CC, predict the reaction product. (2) Given the reactants [CH3:1][C:2]1[C:6]([C@H:7]([OH:21])[C:8]2[O:9][C:10]3[CH:16]=[CH:15][C:14]([CH2:17][C:18]([OH:20])=O)=[CH:13][C:11]=3[CH:12]=2)=[C:5]([CH3:22])[O:4][N:3]=1.CN(C(ON1N=NC2C=CC=NC1=2)=[N+](C)C)C.F[P-](F)(F)(F)(F)F.CCN(C(C)C)C(C)C.[CH3:56][C:57]1[CH:58]=[N:59][CH:60]=[CH:61][C:62]=1[CH:63]([C:65]1[CH:70]=[CH:69][CH:68]=[CH:67][CH:66]=1)[NH2:64], predict the reaction product. The product is: [CH3:1][C:2]1[C:6]([C@H:7]([OH:21])[C:8]2[O:9][C:10]3[CH:16]=[CH:15][C:14]([CH2:17][C:18]([NH:64][CH:63]([C:62]4[CH:61]=[CH:60][N:59]=[CH:58][C:57]=4[CH3:56])[C:65]4[CH:66]=[CH:67][CH:68]=[CH:69][CH:70]=4)=[O:20])=[CH:13][C:11]=3[CH:12]=2)=[C:5]([CH3:22])[O:4][N:3]=1. (3) Given the reactants [CH3:1][O:2][C:3]([C:5]1[CH:10]=[CH:9][C:8](B(O)O)=[CH:7][CH:6]=1)=O.[NH2:14][C:15]1[CH2:16][C:17]([C:27]([N:29]([CH2:33][CH2:34][CH3:35])[CH2:30][CH2:31][CH3:32])=[O:28])=[CH:18][C:19]2[CH:25]=[CH:24][C:23](Br)=[CH:22][C:20]=2[N:21]=1.C(=O)([O-])[O-].[K+].[K+], predict the reaction product. The product is: [NH2:14][C:15]1[CH2:16][C:17]([C:27]([N:29]([CH2:33][CH2:34][CH3:35])[CH2:30][CH2:31][CH3:32])=[O:28])=[CH:18][C:19]2[CH:25]=[CH:24][C:23]([C:5]3[CH:10]=[CH:9][C:1]([O:2][CH2:3][C:5]4[CH:10]=[CH:9][CH:8]=[CH:7][CH:6]=4)=[CH:7][CH:6]=3)=[CH:22][C:20]=2[N:21]=1. (4) Given the reactants [NH2:1][C:2]1[C:11]2[N:12]=[C:13]([CH2:35][O:36][CH2:37][CH3:38])[N:14]([CH2:15][CH2:16][CH2:17][N:18]([CH2:23][C:24]3[CH:25]=[C:26]([CH2:30][C:31]([O:33][CH3:34])=[O:32])[CH:27]=[CH:28][CH:29]=3)[C:19](=[O:22])[CH2:20]Cl)[C:10]=2[C:9]2[CH:8]=[CH:7][CH:6]=[CH:5][C:4]=2[N:3]=1.[CH3:39][NH:40][CH3:41], predict the reaction product. The product is: [CH3:34][O:33][C:31](=[O:32])[CH2:30][C:26]1[CH:27]=[CH:28][CH:29]=[C:24]([CH2:23][N:18]([CH2:17][CH2:16][CH2:15][N:14]2[C:10]3[C:9]4[CH:8]=[CH:7][CH:6]=[CH:5][C:4]=4[N:3]=[C:2]([NH2:1])[C:11]=3[N:12]=[C:13]2[CH2:35][O:36][CH2:37][CH3:38])[C:19](=[O:22])[CH2:20][N:40]([CH3:41])[CH3:39])[CH:25]=1. (5) Given the reactants CN1CCCC1.[F:7][C:8]1[CH:13]=[C:12]([CH3:14])[C:11]([C:15]2[C:26]([CH3:27])=[N:25][C:18]3[N:19]=[C:20]([S:23][CH3:24])[N:21]=[CH:22][C:17]=3[CH:16]=2)=[CH:10][C:9]=1[NH:28][C:29](=O)[O:30]C(C)=C.Cl.[F:36][C:37]([F:45])([F:44])[C:38]([CH3:43])([CH3:42])[CH2:39][CH2:40][NH2:41], predict the reaction product. The product is: [F:7][C:8]1[CH:13]=[C:12]([CH3:14])[C:11]([C:15]2[C:26]([CH3:27])=[N:25][C:18]3[N:19]=[C:20]([S:23][CH3:24])[N:21]=[CH:22][C:17]=3[CH:16]=2)=[CH:10][C:9]=1[NH:28][C:29]([NH:41][CH2:40][CH2:39][C:38]([CH3:43])([CH3:42])[C:37]([F:45])([F:44])[F:36])=[O:30]. (6) Given the reactants Br[C:2]1[C:11]2[C:6](=[CH:7][CH:8]=[CH:9][CH:10]=2)[C:5]([Br:12])=[CH:4][CH:3]=1.[S:13]1[CH:17]=[CH:16][CH:15]=[C:14]1B(O)O.C([O-])([O-])=O.[Na+].[Na+].CCO, predict the reaction product. The product is: [Br:12][C:5]1[C:6]2[C:11](=[CH:10][CH:9]=[CH:8][CH:7]=2)[C:2]([C:14]2[S:13][CH:17]=[CH:16][CH:15]=2)=[CH:3][CH:4]=1. (7) Given the reactants Cl[CH2:2][O:3][CH3:4].[C:5]([S:9][C:10]1[C:11]2[S:18][CH:17]=[C:16]([C:19]3[CH2:23][CH:22]([CH2:24][OH:25])[C:21](=[O:26])[CH:20]=3)[C:12]=2[N:13]=[CH:14][N:15]=1)([CH3:8])([CH3:7])[CH3:6].C(N(CC)C(C)C)(C)C, predict the reaction product. The product is: [C:5]([S:9][C:10]1[C:11]2[S:18][CH:17]=[C:16]([C:19]3[CH2:23][CH:22]([CH2:24][O:25][CH2:2][O:3][CH3:4])[C:21](=[O:26])[CH:20]=3)[C:12]=2[N:13]=[CH:14][N:15]=1)([CH3:8])([CH3:6])[CH3:7]. (8) Given the reactants Br[C:2]1[CH:3]=[C:4]2[C:9]([NH:10][C@@H:11]([C:13]3[CH:18]=[CH:17][CH:16]=[CH:15][C:14]=3[F:19])[CH3:12])=[C:8]([C:20]([NH2:22])=[O:21])[CH:7]=[N:6][N:5]2[CH:23]=1.[C:24]1(B(O)O)[CH:29]=[CH:28][CH:27]=[CH:26][CH:25]=1.[O-]P([O-])([O-])=O.[K+].[K+].[K+].N#N, predict the reaction product. The product is: [F:19][C:14]1[CH:15]=[CH:16][CH:17]=[CH:18][C:13]=1[C@H:11]([NH:10][C:9]1[C:4]2[N:5]([CH:23]=[C:2]([C:24]3[CH:29]=[CH:28][CH:27]=[CH:26][CH:25]=3)[CH:3]=2)[N:6]=[CH:7][C:8]=1[C:20]([NH2:22])=[O:21])[CH3:12].